From a dataset of TCR-epitope binding with 47,182 pairs between 192 epitopes and 23,139 TCRs. Binary Classification. Given a T-cell receptor sequence (or CDR3 region) and an epitope sequence, predict whether binding occurs between them. (1) The epitope is YLQPRTFLL. The TCR CDR3 sequence is CASSRTGGAGDTGELFF. Result: 0 (the TCR does not bind to the epitope). (2) The epitope is QASQEVKNW. The TCR CDR3 sequence is CASSVGPGQTEAFF. Result: 1 (the TCR binds to the epitope). (3) The epitope is TTLPVNVAF. The TCR CDR3 sequence is CASLLVGAGGAEQFF. Result: 0 (the TCR does not bind to the epitope). (4) The epitope is DPFRLLQNSQVFS. The TCR CDR3 sequence is CSVAGTGDLNQPQHF. Result: 1 (the TCR binds to the epitope).